From a dataset of Catalyst prediction with 721,799 reactions and 888 catalyst types from USPTO. Predict which catalyst facilitates the given reaction. Reactant: [NH2:1][C@@H:2]1[CH2:7][CH2:6][CH2:5][CH2:4][C@H:3]1[NH2:8].F[C:10]1[CH:17]=[CH:16][C:13]([C:14]#[N:15])=[C:12]([C:18]([F:21])([F:20])[F:19])[CH:11]=1. Product: [NH2:1][C@@H:2]1[CH2:7][CH2:6][CH2:5][CH2:4][C@H:3]1[NH:8][C:10]1[CH:17]=[CH:16][C:13]([C:14]#[N:15])=[C:12]([C:18]([F:19])([F:21])[F:20])[CH:11]=1. The catalyst class is: 16.